This data is from Reaction yield outcomes from USPTO patents with 853,638 reactions. The task is: Predict the reaction yield, written as a fraction of the theoretical maximum amount of product (1.0 means a 100% yield; for example, 0.34 means a 34% yield). (1) The reactants are [C:1]([O:4][CH:5]1[C:9]2[N:10]=[CH:11][N:12]=[C:13](Cl)[C:8]=2[C@H:7]([CH3:15])[CH2:6]1)(=[O:3])[CH3:2].[CH3:16][C@@H:17]1[NH:22][CH2:21][CH2:20][N:19]([C:23]([O:25][C:26]([CH3:29])([CH3:28])[CH3:27])=[O:24])[CH2:18]1. The catalyst is CN1C(=O)CCC1.C(OCC)(=O)C. The product is [C:1]([O:4][CH:5]1[C:9]2[N:10]=[CH:11][N:12]=[C:13]([N:22]3[CH2:21][CH2:20][N:19]([C:23]([O:25][C:26]([CH3:29])([CH3:28])[CH3:27])=[O:24])[CH2:18][C@@H:17]3[CH3:16])[C:8]=2[C@H:7]([CH3:15])[CH2:6]1)(=[O:3])[CH3:2]. The yield is 0.600. (2) The reactants are Cl[C:2]1[C:11]2[C:6](=[CH:7][CH:8]=[CH:9][CH:10]=2)[N:5]=[CH:4][CH:3]=1.[CH3:12][O:13][C:14]1[CH:19]=[CH:18][C:17]([NH:20][CH3:21])=[CH:16][CH:15]=1. No catalyst specified. The product is [CH3:12][O:13][C:14]1[CH:19]=[CH:18][C:17]([N:20]([CH3:21])[C:2]2[C:11]3[C:6](=[CH:7][CH:8]=[CH:9][CH:10]=3)[N:5]=[CH:4][CH:3]=2)=[CH:16][CH:15]=1. The yield is 0.740. (3) The reactants are [Li+].[BH4-].C1COCC1.C([O:10][C:11](=O)[C:12]([C:15]1[N:24]=[C:23]2[C:18]([CH2:19][CH2:20][CH2:21][N:22]2[C:25]([O:27][C:28]([CH3:31])([CH3:30])[CH3:29])=[O:26])=[CH:17][CH:16]=1)([CH3:14])[CH3:13])C. The catalyst is O. The product is [OH:10][CH2:11][C:12]([C:15]1[N:24]=[C:23]2[C:18]([CH2:19][CH2:20][CH2:21][N:22]2[C:25]([O:27][C:28]([CH3:31])([CH3:30])[CH3:29])=[O:26])=[CH:17][CH:16]=1)([CH3:14])[CH3:13]. The yield is 0.730. (4) The reactants are C[O:2][C:3]1[CH:4]=[C:5]2[C:10](=[CH:11][CH:12]=1)[C:9]([C:13]([C:15]1[CH:20]=[CH:19][C:18]([O:21][CH2:22][CH2:23][N:24]3[CH2:29][CH2:28][CH2:27][CH2:26][CH2:25]3)=[CH:17][CH:16]=1)=[O:14])=[C:8]([C:30]1[C:35]([F:36])=[CH:34][CH:33]=[C:32]([F:37])[C:31]=1[F:38])[CH:7]=[CH:6]2.B(Br)(Br)Br.OC1C=C2C(=CC=1)C(C(C1C=CC(OCCN3CCCCC3)=CC=1)=O)=C(C1C(F)=CC(F)=CC=1F)C=C2. No catalyst specified. The product is [OH:2][C:3]1[CH:4]=[C:5]2[C:10](=[CH:11][CH:12]=1)[C:9]([C:13]([C:15]1[CH:16]=[CH:17][C:18]([O:21][CH2:22][CH2:23][N:24]3[CH2:29][CH2:28][CH2:27][CH2:26][CH2:25]3)=[CH:19][CH:20]=1)=[O:14])=[C:8]([C:30]1[C:35]([F:36])=[CH:34][CH:33]=[C:32]([F:37])[C:31]=1[F:38])[CH:7]=[CH:6]2. The yield is 0.880. (5) The reactants are [Br:1][C:2]1[CH:3]=[N:4][CH:5]=[C:6]([CH:10]=1)C(O)=O.C1(P(N=[N+]=[N-])(C2C=CC=CC=2)=[O:18])C=CC=CC=1.CC[N:30]([CH2:33]C)CC.[CH2:35]([OH:42])[C:36]1[CH:41]=[CH:40][CH:39]=[CH:38][CH:37]=1. The catalyst is C1(C)C=CC=CC=1. The product is [Br:1][C:2]1[CH:10]=[C:6]([NH:30][C:33](=[O:18])[O:42][CH2:35][C:36]2[CH:41]=[CH:40][CH:39]=[CH:38][CH:37]=2)[CH:5]=[N:4][CH:3]=1. The yield is 0.730. (6) The catalyst is ClCCl. The yield is 0.890. The product is [Cl:1][C:2]1[C:3]2[CH:13]=[CH:12][C:11](=[O:14])[N:10]([C:15]3[C:16]([F:22])=[CH:17][CH:18]=[CH:19][C:20]=3[F:21])[C:4]=2[N:5]=[C:6]([S:8]([CH3:9])=[O:31])[N:7]=1. The reactants are [Cl:1][C:2]1[C:3]2[CH:13]=[CH:12][C:11](=[O:14])[N:10]([C:15]3[C:20]([F:21])=[CH:19][CH:18]=[CH:17][C:16]=3[F:22])[C:4]=2[N:5]=[C:6]([S:8][CH3:9])[N:7]=1.C1C=C(Cl)C=C(C(OO)=[O:31])C=1.CCCCCC.C(OCC)(=O)C. (7) The reactants are C[Al](C)C.[CH3:5][O:6][C:7]1[CH:8]=[C:9]([CH2:15][CH2:16][C:17]2[CH:18]=[C:19]([NH2:22])[NH:20][N:21]=2)[CH:10]=[C:11]([O:13][CH3:14])[CH:12]=1.[CH:23]1([N:26]2[CH2:31][CH2:30][N:29]([C:32]3[N:37]=[CH:36][C:35]([C:38](OC)=[O:39])=[CH:34][N:33]=3)[CH2:28][CH2:27]2)[CH2:25][CH2:24]1. The catalyst is C1(C)C=CC=CC=1. The product is [CH:23]1([N:26]2[CH2:27][CH2:28][N:29]([C:32]3[N:37]=[CH:36][C:35]([C:38]([NH:22][C:19]4[NH:20][N:21]=[C:17]([CH2:16][CH2:15][C:9]5[CH:8]=[C:7]([O:6][CH3:5])[CH:12]=[C:11]([O:13][CH3:14])[CH:10]=5)[CH:18]=4)=[O:39])=[CH:34][N:33]=3)[CH2:30][CH2:31]2)[CH2:25][CH2:24]1. The yield is 0.140. (8) The reactants are [NH:1]1[C:10]2[C:5](=[CH:6][CH:7]=[CH:8][CH:9]=2)[CH2:4][CH2:3][CH2:2]1.[Br:11]N1C(=O)CCC1=O.C(OCC)(=O)C.CCCCCC.C(OCC)C. The catalyst is C(#N)C. The product is [Br:11][C:7]1[CH:6]=[C:5]2[C:10](=[CH:9][CH:8]=1)[NH:1][CH2:2][CH2:3][CH2:4]2. The yield is 0.640. (9) The reactants are [F:1][C:2](=[CH:5][C:6]1[CH:11]=[CH:10][C:9]([C:12]2[N:17]=[CH:16][CH:15]=[CH:14][N:13]=2)=[CH:8][CH:7]=1)[CH2:3][OH:4].CC(OI1(OC(C)=O)(OC(C)=O)OC(=O)C2C=CC=CC1=2)=O. The catalyst is C(Cl)Cl. The product is [F:1]/[C:2](=[CH:5]\[C:6]1[CH:7]=[CH:8][C:9]([C:12]2[N:13]=[CH:14][CH:15]=[CH:16][N:17]=2)=[CH:10][CH:11]=1)/[CH:3]=[O:4]. The yield is 0.840. (10) The reactants are [CH3:1][C:2](=[CH:4][CH2:5][CH2:6]/[C:7](=[CH:9]/[CH2:10]O)/[CH3:8])[CH3:3].P(Br)(Br)[Br:13]. The catalyst is C1COCC1. The product is [CH2:10]([Br:13])/[CH:9]=[C:7](/[CH2:6][CH2:5][CH:4]=[C:2]([CH3:3])[CH3:1])\[CH3:8]. The yield is 0.960.